Dataset: Full USPTO retrosynthesis dataset with 1.9M reactions from patents (1976-2016). Task: Predict the reactants needed to synthesize the given product. The reactants are: C([O:8][CH2:9][C@@H:10]1[CH2:14][CH2:13][CH2:12][N:11]1[S:15]([C:18]1[CH:26]=[CH:25][C:24]2[N:23]3[CH2:27][C:28]([CH3:32])([CH3:31])[CH2:29][N:30]=[C:22]3[C:21]3(OCCC[O:33]3)[C:20]=2[CH:19]=1)(=[O:17])=[O:16])C1C=CC=CC=1.CS(O)(=O)=O.[NH4+].[OH-]. Given the product [OH:8][CH2:9][C@@H:10]1[CH2:14][CH2:13][CH2:12][N:11]1[S:15]([C:18]1[CH:26]=[CH:25][C:24]2[N:23]3[CH2:27][C:28]([CH3:31])([CH3:32])[CH2:29][N:30]=[C:22]3[C:21](=[O:33])[C:20]=2[CH:19]=1)(=[O:16])=[O:17], predict the reactants needed to synthesize it.